From a dataset of Forward reaction prediction with 1.9M reactions from USPTO patents (1976-2016). Predict the product of the given reaction. (1) Given the reactants Br[C:2]1[CH:7]=[CH:6][C:5]([CH2:8][C:9]([NH:11][C:12]2[CH:17]=[CH:16][C:15]([O:18][C:19]3[CH:24]=[CH:23][C:22]([C:25]([F:28])([F:27])[F:26])=[CH:21][CH:20]=3)=[CH:14][C:13]=2[OH:29])=[O:10])=[CH:4][CH:3]=1.[CH3:30][O:31][C:32]1[CH:33]=[C:34](B(O)O)[CH:35]=[CH:36][CH:37]=1.C([O-])([O-])=O.[Na+].[Na+], predict the reaction product. The product is: [OH:29][C:13]1[CH:14]=[C:15]([O:18][C:19]2[CH:24]=[CH:23][C:22]([C:25]([F:28])([F:27])[F:26])=[CH:21][CH:20]=2)[CH:16]=[CH:17][C:12]=1[NH:11][C:9](=[O:10])[CH2:8][C:5]1[CH:6]=[CH:7][C:2]([C:36]2[CH:35]=[CH:34][CH:33]=[C:32]([O:31][CH3:30])[CH:37]=2)=[CH:3][CH:4]=1. (2) Given the reactants FC(F)(F)C([O-])=O.[NH2:8][C:9]1[CH:17]=[CH:16][C:12]2[N:13]=[CH:14][NH:15][C:11]=2[CH:10]=1.[CH:18]1([CH:24]=O)[CH2:23][CH2:22][CH2:21][CH2:20][CH2:19]1.[Si](C#N)(C)(C)C.[N:32]1([C:37](N2C=CN=C2)=[O:38])C=CN=[CH:33]1, predict the reaction product. The product is: [NH:13]1[C:12]2[CH:16]=[CH:17][C:9]([N:8]3[CH:24]([CH:18]4[CH2:19][CH2:20][CH2:21][CH2:22][CH2:23]4)[CH2:33][NH:32][C:37]3=[O:38])=[CH:10][C:11]=2[N:15]=[CH:14]1.